From a dataset of Catalyst prediction with 721,799 reactions and 888 catalyst types from USPTO. Predict which catalyst facilitates the given reaction. (1) Reactant: C([O:3][C:4]([C:6]1[N:7]=[C:8]([C:11]2[CH:12]=[C:13]3[C:17](=[CH:18][CH:19]=2)[N:16]([CH3:20])[C:15]2[N:21]([CH3:34])[C:22](=[O:33])[C:23]([C:25]4[CH:30]=[CH:29][C:28]([Cl:31])=[CH:27][C:26]=4[Cl:32])=[CH:24][C:14]3=2)[S:9][CH:10]=1)=O)C.[Li+].[BH4-].[OH-].[Na+]. Product: [Cl:32][C:26]1[CH:27]=[C:28]([Cl:31])[CH:29]=[CH:30][C:25]=1[C:23]1[C:22](=[O:33])[N:21]([CH3:34])[C:15]2[N:16]([CH3:20])[C:17]3[C:13]([C:14]=2[CH:24]=1)=[CH:12][C:11]([C:8]1[S:9][CH:10]=[C:6]([CH2:4][OH:3])[N:7]=1)=[CH:19][CH:18]=3. The catalyst class is: 168. (2) Reactant: [C:1]([O:8][CH2:9][CH3:10])(=[O:7])[C:2]([O:4]CC)=O.[O-]CC.[Na+].[CH3:15][N:16]1[CH:20]=[C:19]([C:21](=[O:23])[CH3:22])[CH:18]=[N:17]1. Product: [CH2:9]([O:8][C:1](=[O:7])[C:2](=[O:4])[CH2:22][C:21]([C:19]1[CH:18]=[N:17][N:16]([CH3:15])[CH:20]=1)=[O:23])[CH3:10]. The catalyst class is: 8. (3) Reactant: Br[C:2]1[CH:16]=[CH:15][CH:14]=[CH:13][C:3]=1[CH2:4][NH:5]C(=O)OC(C)(C)C.B1(B2OC(C)(C)C(C)(C)O2)OC(C)(C)C(C)(C)O1.C([O-])(=O)C.[K+].[ClH:40].[N:41]12[CH2:48][CH2:47][CH:44]([CH2:45][CH2:46]1)[C@H:43]([NH:49][C:50]([C:52]1[O:53][C:54]3[C:60](Br)=[CH:59][CH:58]=[CH:57][C:55]=3[CH:56]=1)=[O:51])[CH2:42]2.C(=O)([O-])[O-].[Na+].[Na+]. Product: [ClH:40].[ClH:40].[NH2:5][CH2:4][C:3]1[CH:13]=[CH:14][CH:15]=[CH:16][C:2]=1[C:60]1[C:54]2[O:53][C:52]([C:50]([NH:49][C@H:43]3[CH:44]4[CH2:45][CH2:46][N:41]([CH2:48][CH2:47]4)[CH2:42]3)=[O:51])=[CH:56][C:55]=2[CH:57]=[CH:58][CH:59]=1. The catalyst class is: 151.